Dataset: Forward reaction prediction with 1.9M reactions from USPTO patents (1976-2016). Task: Predict the product of the given reaction. (1) The product is: [CH3:16][O:15][C:10]1[CH:11]=[C:12]2[C:7](=[CH:8][C:9]=1[N+:17]([O-:19])=[O:18])[N:6]1[C:2]([C:26]3[S:25][CH:29]=[CH:28][CH:27]=3)=[N:3][C:4]([C:20]([O:22][CH2:23][CH3:24])=[O:21])=[C:5]1[CH2:14][CH2:13]2. Given the reactants Br[C:2]1[N:6]2[C:7]3[C:12]([CH2:13][CH2:14][C:5]2=[C:4]([C:20]([O:22][CH2:23][CH3:24])=[O:21])[N:3]=1)=[CH:11][C:10]([O:15][CH3:16])=[C:9]([N+:17]([O-:19])=[O:18])[CH:8]=3.[S:25]1[CH:29]=[CH:28][CH:27]=[C:26]1B(O)O.C([O-])([O-])=O.[K+].[K+], predict the reaction product. (2) Given the reactants [H-].[Na+].[O:3]=[C:4]1[NH:9][CH2:8][CH2:7][N:6]([C:10]([O:12][C:13]([CH3:16])([CH3:15])[CH3:14])=[O:11])[CH2:5]1.[F:17][C:18]([F:28])([F:27])[C:19]1[CH:26]=[CH:25][C:22]([CH2:23]Cl)=[CH:21][CH:20]=1, predict the reaction product. The product is: [O:3]=[C:4]1[N:9]([CH2:23][C:22]2[CH:21]=[CH:20][C:19]([C:18]([F:17])([F:27])[F:28])=[CH:26][CH:25]=2)[CH2:8][CH2:7][N:6]([C:10]([O:12][C:13]([CH3:16])([CH3:15])[CH3:14])=[O:11])[CH2:5]1. (3) Given the reactants [OH:1][C:2]1[CH:7]=[CH:6][C:5]([CH:8]2[CH2:13][CH2:12][N:11]([C:14]([O:16][C:17]([CH3:20])([CH3:19])[CH3:18])=[O:15])[CH2:10][CH:9]2[O:21][CH2:22][C:23]2[CH:32]=[C:31]3[C:26]([CH2:27][CH2:28][C:29](=[O:38])[N:30]3[CH2:33][CH2:34][CH2:35][O:36][CH3:37])=[CH:25][CH:24]=2)=[CH:4][CH:3]=1.Br[CH2:40][CH2:41][CH2:42][CH2:43][O:44][C:45]1[CH:50]=[CH:49][CH:48]=[CH:47][C:46]=1[CH2:51][CH3:52], predict the reaction product. The product is: [CH2:51]([C:46]1[CH:47]=[CH:48][CH:49]=[CH:50][C:45]=1[O:44][CH2:43][CH2:42][CH2:41][CH2:40][O:1][C:2]1[CH:7]=[CH:6][C:5]([CH:8]2[CH2:13][CH2:12][N:11]([C:14]([O:16][C:17]([CH3:19])([CH3:20])[CH3:18])=[O:15])[CH2:10][CH:9]2[O:21][CH2:22][C:23]2[CH:32]=[C:31]3[C:26]([CH2:27][CH2:28][C:29](=[O:38])[N:30]3[CH2:33][CH2:34][CH2:35][O:36][CH3:37])=[CH:25][CH:24]=2)=[CH:4][CH:3]=1)[CH3:52]. (4) Given the reactants [H-].[Al+3].[Li+].[H-].[H-].[H-].C[O:8][C:9](=O)[C:10]([C:13]1[CH:18]=[CH:17][C:16]([C:19]2[O:20][CH:21]=[CH:22][CH:23]=2)=[CH:15][CH:14]=1)([CH3:12])[CH3:11].O.[OH-].[Na+], predict the reaction product. The product is: [O:20]1[CH:21]=[CH:22][CH:23]=[C:19]1[C:16]1[CH:17]=[CH:18][C:13]([C:10]([CH3:12])([CH3:11])[CH2:9][OH:8])=[CH:14][CH:15]=1. (5) Given the reactants [N+:1]([C:4]1[CH:9]=[CH:8][C:7]([N:10]2[CH2:15][CH2:14][NH:13][CH2:12][CH2:11]2)=[CH:6][CH:5]=1)([O-:3])=[O:2].Cl[C:17]([O:19][C:20]1[CH:25]=[CH:24][C:23]([N+:26]([O-:28])=[O:27])=[CH:22][CH:21]=1)=[O:18], predict the reaction product. The product is: [N+:1]([C:4]1[CH:5]=[CH:6][C:7]([N:10]2[CH2:15][CH2:14][N:13]([C:17]([O:19][C:20]3[CH:21]=[CH:22][C:23]([N+:26]([O-:28])=[O:27])=[CH:24][CH:25]=3)=[O:18])[CH2:12][CH2:11]2)=[CH:8][CH:9]=1)([O-:3])=[O:2]. (6) The product is: [Br:8][C:5]1[CH:4]=[N:3][C:2]([NH:1][C:26](=[O:27])[C:25]2[CH:29]=[CH:30][C:22]([C:19]3[CH2:18][C:17]([C:12]4[CH:13]=[C:14]([Cl:16])[CH:15]=[C:10]([Cl:9])[CH:11]=4)([C:32]([F:35])([F:34])[F:33])[O:21][N:20]=3)=[CH:23][C:24]=2[CH3:31])=[N:7][CH:6]=1. Given the reactants [NH2:1][C:2]1[N:7]=[CH:6][C:5]([Br:8])=[CH:4][N:3]=1.[Cl:9][C:10]1[CH:11]=[C:12]([C:17]2([C:32]([F:35])([F:34])[F:33])[O:21][N:20]=[C:19]([C:22]3[CH:30]=[CH:29][C:25]([C:26](Cl)=[O:27])=[C:24]([CH3:31])[CH:23]=3)[CH2:18]2)[CH:13]=[C:14]([Cl:16])[CH:15]=1, predict the reaction product. (7) The product is: [ClH:43].[C:1]1([C:28]2[CH:33]=[CH:32][CH:31]=[CH:30][CH:29]=2)[CH:6]=[CH:5][CH:4]=[CH:3][C:2]=1[CH2:7][C:8]([CH:23]1[CH2:24][CH2:25][CH2:26][CH2:27]1)([CH:10]1[O:15][CH2:14][CH2:13][NH:12][CH2:11]1)[OH:9]. Given the reactants [C:1]1([C:28]2[CH:33]=[CH:32][CH:31]=[CH:30][CH:29]=2)[CH:6]=[CH:5][CH:4]=[CH:3][C:2]=1[CH2:7][C:8]([CH:23]1[CH2:27][CH2:26][CH2:25][CH2:24]1)([CH:10]1[O:15][CH2:14][CH2:13][N:12](CC2C=CC=CC=2)[CH2:11]1)[OH:9].CCN(C(C)C)C(C)C.[Cl:43]C(OC(Cl)C)=O, predict the reaction product. (8) The product is: [ClH:25].[ClH:25].[NH2:1][C:4]1[C:14]([NH2:15])=[CH:13][CH:12]=[CH:11][C:5]=1[O:6][CH2:7][C:8]([O:10][CH2:22][CH2:18][CH2:19][CH3:20])=[O:9]. Given the reactants [N+:1]([C:4]1[C:14]([N+:15]([O-])=O)=[CH:13][CH:12]=[CH:11][C:5]=1[O:6][CH2:7][C:8]([O-:10])=[O:9])([O-])=O.[CH2:18]1[CH2:22]O[CH2:20][CH2:19]1.[H][H].[ClH:25], predict the reaction product. (9) Given the reactants [NH2:1][C:2]([CH3:19])([CH2:5][O:6][C:7]1[CH:8]=[C:9]([F:18])[C:10]2[CH2:14][O:13][B:12]([OH:15])[C:11]=2[C:16]=1[Cl:17])[C:3]#[N:4].CCN(C(C)C)C(C)C.[F:29][C:30]([F:42])([F:41])[O:31][C:32]1[CH:40]=[CH:39][C:35]([C:36](Cl)=[O:37])=[CH:34][CH:33]=1.Cl, predict the reaction product. The product is: [Cl:17][C:16]1[C:11]2[B:12]([OH:15])[O:13][CH2:14][C:10]=2[C:9]([F:18])=[CH:8][C:7]=1[O:6][CH2:5][C:2]([NH:1][C:36](=[O:37])[C:35]1[CH:39]=[CH:40][C:32]([O:31][C:30]([F:29])([F:41])[F:42])=[CH:33][CH:34]=1)([C:3]#[N:4])[CH3:19].